Dataset: Reaction yield outcomes from USPTO patents with 853,638 reactions. Task: Predict the reaction yield, written as a fraction of the theoretical maximum amount of product (1.0 means a 100% yield; for example, 0.34 means a 34% yield). The reactants are [NH2:1][C:2]1[CH:10]=[C:9]([O:11][CH3:12])[CH:8]=[C:7]([O:13][CH3:14])[C:3]=1[C:4]([NH2:6])=[O:5].[OH:15][CH2:16][CH2:17][O:18][C:19]1[C:26]([CH3:27])=[CH:25][C:22]([CH:23]=O)=[CH:21][C:20]=1[CH3:28].OS([O-])=O.[Na+].CC1C=CC(S(O)(=O)=O)=CC=1. The catalyst is CN(C)C(=O)C. The product is [OH:15][CH2:16][CH2:17][O:18][C:19]1[C:26]([CH3:27])=[CH:25][C:22]([C:23]2[NH:6][C:4](=[O:5])[C:3]3[C:2](=[CH:10][C:9]([O:11][CH3:12])=[CH:8][C:7]=3[O:13][CH3:14])[N:1]=2)=[CH:21][C:20]=1[CH3:28]. The yield is 0.520.